This data is from Full USPTO retrosynthesis dataset with 1.9M reactions from patents (1976-2016). The task is: Predict the reactants needed to synthesize the given product. (1) Given the product [CH3:1][O:2][C:3](=[O:15])[C:4]1[CH:9]=[C:8]([F:10])[CH:7]=[C:6]([N+:11]([O-:13])=[O:12])[C:5]=1[CH2:14][Br:16], predict the reactants needed to synthesize it. The reactants are: [CH3:1][O:2][C:3](=[O:15])[C:4]1[CH:9]=[C:8]([F:10])[CH:7]=[C:6]([N+:11]([O-:13])=[O:12])[C:5]=1[CH3:14].[Br:16]N1C(=O)CCC1=O.C(OOC(=O)C1C=CC=CC=1)(=O)C1C=CC=CC=1.C1(=O)NC(=O)CC1. (2) Given the product [CH3:56][C:36]1[C:37]([C:39]2[S:43][C:42]3[CH:44]=[C:45]([C:48]([N:50]4[CH2:55][CH2:54][O:53][CH2:52][CH2:51]4)=[O:49])[CH:46]=[CH:47][C:41]=3[CH:40]=2)=[N:38][C:33]([NH:23][CH2:24][CH2:25][CH:26]2[CH2:31][CH2:30][NH:29][CH2:28][CH2:27]2)=[N:34][CH:35]=1, predict the reactants needed to synthesize it. The reactants are: C1(NC(C2C3C=C(C4C(Br)=CN=C([NH:23][CH2:24][CH2:25][CH:26]5[CH2:31][CH2:30][NH:29][CH2:28][CH2:27]5)N=4)SC=3C=CC=2)=O)CC1.Cl[C:33]1[N:38]=[C:37]([C:39]2[S:43][C:42]3[CH:44]=[C:45]([C:48]([N:50]4[CH2:55][CH2:54][O:53][CH2:52][CH2:51]4)=[O:49])[CH:46]=[CH:47][C:41]=3[CH:40]=2)[C:36]([CH3:56])=[CH:35][N:34]=1.C(OC(N1CCC(CCN)CC1)=O)(C)(C)C. (3) Given the product [C:1]([C:5]1[CH:13]=[CH:12][C:8]([C:9]([NH:16][CH2:14][CH3:15])=[O:10])=[CH:7][CH:6]=1)([CH3:4])([CH3:3])[CH3:2], predict the reactants needed to synthesize it. The reactants are: [C:1]([C:5]1[CH:13]=[CH:12][C:8]([C:9](Cl)=[O:10])=[CH:7][CH:6]=1)([CH3:4])([CH3:3])[CH3:2].[CH2:14]([NH2:16])[CH3:15]. (4) Given the product [NH2:12][C:13]1[N:18]=[CH:17][N:16]=[C:15]2[N:19]([CH:41]3[CH2:46][CH2:45][N:44]([CH:47]4[CH2:48][CH2:49][N:50]([CH3:53])[CH2:51][CH2:52]4)[CH2:43][CH2:42]3)[N:20]=[C:21]([C:22]3[CH:27]=[CH:26][C:25]([NH:28][C:29](=[O:38])[CH2:30][CH2:31][C:32]4[CH:33]=[CH:34][CH:35]=[CH:36][CH:37]=4)=[C:24]([O:39][CH3:40])[CH:23]=3)[C:14]=12, predict the reactants needed to synthesize it. The reactants are: C1(CCC(Cl)=O)C=CC=CC=1.[NH2:12][C:13]1[N:18]=[CH:17][N:16]=[C:15]2[N:19]([CH:41]3[CH2:46][CH2:45][N:44]([CH:47]4[CH2:52][CH2:51][N:50]([CH3:53])[CH2:49][CH2:48]4)[CH2:43][CH2:42]3)[N:20]=[C:21]([C:22]3[CH:27]=[CH:26][C:25]([NH:28][C:29](=[O:38])[CH2:30][CH2:31][C:32]4[CH:37]=[CH:36][CH:35]=[CH:34][CH:33]=4)=[C:24]([O:39][CH3:40])[CH:23]=3)[C:14]=12.NC1C=CC(C2C3C(=NC=NC=3N)N(C3CCN(C4CCN(C)CC4)CC3)N=2)=CC=1OC. (5) Given the product [C:1]([O:5][C:6]([N:8]1[CH2:12][C@@:11]([F:14])([CH3:13])[CH2:10][C@H:9]1[C:15](=[O:17])[NH:18][C@@H:19]([C:23]1[CH:28]=[CH:27][CH:26]=[C:25]([Cl:29])[C:24]=1[F:30])[CH2:20][CH2:21][OH:22])=[O:7])([CH3:2])([CH3:3])[CH3:4], predict the reactants needed to synthesize it. The reactants are: [C:1]([O:5][C:6]([N:8]1[CH2:12][C@@:11]([F:14])([CH3:13])[CH2:10][C@H:9]1[C:15]([OH:17])=O)=[O:7])([CH3:4])([CH3:3])[CH3:2].[NH2:18][C@@H:19]([C:23]1[CH:28]=[CH:27][CH:26]=[C:25]([Cl:29])[C:24]=1[F:30])[CH2:20][CH2:21][OH:22]. (6) Given the product [CH2:20]([O:11][C:5]1[C:6]([N+:8]([O-:10])=[O:9])=[N:7][C:2]([Br:1])=[CH:3][CH:4]=1)[C:17]1[CH:18]=[CH:19][CH:14]=[CH:15][CH:16]=1, predict the reactants needed to synthesize it. The reactants are: [Br:1][C:2]1[N:7]=[C:6]([N+:8]([O-:10])=[O:9])[C:5]([OH:11])=[CH:4][CH:3]=1.[H-].[Na+].[CH:14]1[CH:19]=[CH:18][C:17]([CH2:20]Br)=[CH:16][CH:15]=1.